Dataset: Full USPTO retrosynthesis dataset with 1.9M reactions from patents (1976-2016). Task: Predict the reactants needed to synthesize the given product. (1) The reactants are: [CH2:1]([C:5]1[N:6]=[C:7]([CH2:28][CH3:29])[NH:8][C:9](=[O:27])[C:10]=1[CH2:11][C:12]1[CH:17]=[CH:16][C:15]([C:18]2[C:19]([C:24]#[N:25])=[CH:20][CH:21]=[CH:22][CH:23]=2)=[CH:14][C:13]=1[F:26])[CH2:2][CH2:3][CH3:4].[O:30]1[C:34]2[CH:35]=[CH:36][C:37](B(O)O)=[CH:38][C:33]=2[CH2:32][CH2:31]1.N1C=CC=CC=1.C(N(CC)CC)C. Given the product [CH2:1]([C:5]1[N:6]=[C:7]([CH2:28][CH3:29])[N:8]([C:37]2[CH:36]=[CH:35][C:34]3[O:30][CH2:31][CH2:32][C:33]=3[CH:38]=2)[C:9](=[O:27])[C:10]=1[CH2:11][C:12]1[CH:17]=[CH:16][C:15]([C:18]2[C:19]([C:24]#[N:25])=[CH:20][CH:21]=[CH:22][CH:23]=2)=[CH:14][C:13]=1[F:26])[CH2:2][CH2:3][CH3:4], predict the reactants needed to synthesize it. (2) Given the product [CH3:23][N:24]1[CH:28]=[C:27]([C:2]2[CH:3]=[N:4][C:5]3[C:10]([CH:11]=2)=[CH:9][C:8]([S:12][C:13]2[N:17]4[N:18]=[C:19]([CH3:22])[CH:20]=[CH:21][C:16]4=[N:15][N:14]=2)=[CH:7][CH:6]=3)[CH:26]=[N:25]1, predict the reactants needed to synthesize it. The reactants are: Br[C:2]1[CH:3]=[N:4][C:5]2[C:10]([CH:11]=1)=[CH:9][C:8]([S:12][C:13]1[N:17]3[N:18]=[C:19]([CH3:22])[CH:20]=[CH:21][C:16]3=[N:15][N:14]=1)=[CH:7][CH:6]=2.[CH3:23][N:24]1[CH:28]=[C:27](B2OC(C)(C)C(C)(C)O2)[CH:26]=[N:25]1.C(=O)([O-])[O-].[Na+].[Na+]. (3) Given the product [ClH:46].[ClH:46].[ClH:46].[CH2:1]([N:3]1[C:9](=[O:10])[C:8]([CH3:12])([CH3:11])[C:7](=[O:13])[N:6]([CH3:14])[C:5]2[CH:15]=[C:16]([CH2:19][N:20]([CH2:21][CH2:22][C:23]3[CH:24]=[N:25][CH:26]=[CH:27][CH:28]=3)[C:30]3[CH:39]=[CH:38][CH:37]=[C:36]4[C:31]=3[CH:32]=[CH:33][CH:34]=[N:35]4)[CH:17]=[CH:18][C:4]1=2)[CH3:2], predict the reactants needed to synthesize it. The reactants are: [CH2:1]([N:3]1[C:9](=[O:10])[C:8]([CH3:12])([CH3:11])[C:7](=[O:13])[N:6]([CH3:14])[C:5]2[CH:15]=[C:16]([CH2:19][NH:20][CH2:21][CH2:22][C:23]3[CH:24]=[N:25][CH:26]=[CH:27][CH:28]=3)[CH:17]=[CH:18][C:4]1=2)[CH3:2].Br[C:30]1[CH:39]=[CH:38][CH:37]=[C:36]2[C:31]=1[CH:32]=[CH:33][CH:34]=[N:35]2.C(=O)([O-])[O-].[Cs+].[Cs+].[ClH:46]. (4) Given the product [CH3:18][N:20]([CH3:21])[C:14]([CH2:13][CH2:12][NH:11][C:9](=[O:10])[O:8][CH2:1][C:2]1[CH:7]=[CH:6][CH:5]=[CH:4][CH:3]=1)=[O:16], predict the reactants needed to synthesize it. The reactants are: [CH2:1]([O:8][C:9]([NH:11][CH2:12][CH2:13][C:14]([OH:16])=O)=[O:10])[C:2]1[CH:7]=[CH:6][CH:5]=[CH:4][CH:3]=1.Cl.[CH2:18]([N:20]=[C:21]=NCCCN(C)C)C.CN(CCCN=C=NCC)C.ON1C2C=CC=CC=2N=N1.CNC. (5) Given the product [CH2:1]([N:3]1[C:4]2[CH:9]=[CH:8][N:7]=[CH:6][C:5]=2[N:10]=[C:18]1[C:13]1[C:12]([NH2:11])=[N:17][CH:16]=[CH:15][N:14]=1)[CH3:2], predict the reactants needed to synthesize it. The reactants are: [CH2:1]([NH:3][C:4]1[CH:9]=[CH:8][N:7]=[CH:6][C:5]=1[NH2:10])[CH3:2].[NH2:11][C:12]1[C:13]([C:18](O)=O)=[N:14][CH:15]=[CH:16][N:17]=1.